The task is: Regression/Classification. Given a drug SMILES string, predict its absorption, distribution, metabolism, or excretion properties. Task type varies by dataset: regression for continuous measurements (e.g., permeability, clearance, half-life) or binary classification for categorical outcomes (e.g., BBB penetration, CYP inhibition). Dataset: cyp2d6_veith.. This data is from CYP2D6 inhibition data for predicting drug metabolism from PubChem BioAssay. (1) The drug is O=C1C=C[C@@H](O)[C@@H]2[C@@H]1CC[C@H]1C(=O)N(C[C@@H]3CCCO3)C(=O)[C@H]12. The result is 0 (non-inhibitor). (2) The result is 1 (inhibitor). The compound is Cc1cc(C)c(S(=O)(=O)Nc2ccccc2C(F)(F)F)c(C)c1. (3) The compound is COC(=O)c1nn(-c2ccccc2)c(=O)cc1Oc1ccccc1. The result is 0 (non-inhibitor). (4) The compound is COc1ccc(-n2c(=O)c(-c3cccs3)nc3cncnc32)cc1. The result is 0 (non-inhibitor). (5) The drug is CCOC(=O)CSC1=C(C#N)C(c2sccc2C)CC(=O)N1. The result is 0 (non-inhibitor). (6) The molecule is CC(=O)NCCc1c(Cc2ccccc2)[nH]c2ccccc12. The result is 0 (non-inhibitor). (7) The compound is COc1ccc(/C=C/C(=O)NCc2cn(C)nc2C)cc1COc1ccc(Br)cc1. The result is 0 (non-inhibitor). (8) The drug is CCN1C(=O)c2cccc3c(NC(=O)c4cccc(N5C(=O)CCC5=O)c4)ccc1c23. The result is 0 (non-inhibitor). (9) The result is 0 (non-inhibitor). The molecule is CC(O)(CS(=O)(=O)c1cccc(C(F)(F)F)c1)C(=O)Nc1cccc(C(F)(F)F)c1.